Dataset: Forward reaction prediction with 1.9M reactions from USPTO patents (1976-2016). Task: Predict the product of the given reaction. (1) Given the reactants [CH3:1][C:2]1([CH3:14])[CH2:10][CH:9]2[CH:5]([C:6]([C:11]([OH:13])=[O:12])=[N:7][NH:8]2)[CH2:4][CH2:3]1.F[C:16]1[CH:21]=[C:20]([I:22])[CH:19]=[CH:18][N:17]=1, predict the reaction product. The product is: [I:22][C:20]1[CH:19]=[CH:18][N:17]=[C:16]([N:8]2[C:9]3[CH2:10][C:2]([CH3:14])([CH3:1])[CH2:3][CH2:4][C:5]=3[C:6]([C:11]([OH:13])=[O:12])=[N:7]2)[CH:21]=1. (2) Given the reactants [CH3:1][C@@:2]12[C@H:12]3[C@@H:13]([OH:25])[CH2:14][C@:15]4([CH3:24])[C@@H:19]([C:20]([CH2:22][OH:23])=[O:21])[CH2:18][CH2:17][C@H:16]4[C@@H:11]3[CH2:10][CH2:9][C:8]1=[CH:7][C:5](=[O:6])[CH2:4][CH2:3]2.[CH3:26]OC(OC)(C)C.C1(C)C=CC(S(O)(=O)=O)=CC=1.CO, predict the reaction product. The product is: [OH:25][C@H:13]1[CH2:14][C@@:15]2([CH3:24])[C@@H:16]([CH2:17][CH2:18][C@@H:19]2[C:20](=[O:21])[CH2:22][OH:23])[C@H:11]2[C@H:12]1[C@:2]1([CH3:1])[C:8](=[CH:9][CH2:10]2)[CH:7]=[C:5]([O:6][CH3:26])[CH2:4][CH2:3]1. (3) Given the reactants [C:1]1([N:7]2[C:11](=[O:12])[C:10]3=[CH:13][C:14]([C:17](Cl)=[O:18])=[CH:15][CH:16]=[C:9]3[C:8]2=[O:20])[CH:6]=[CH:5][CH:4]=[CH:3][CH:2]=1.[CH3:21][OH:22], predict the reaction product. The product is: [C:1]1([N:7]2[C:11](=[O:12])[C:10]3=[CH:13][C:14]([C:17]([O:22][CH3:21])=[O:18])=[CH:15][CH:16]=[C:9]3[C:8]2=[O:20])[CH:6]=[CH:5][CH:4]=[CH:3][CH:2]=1. (4) Given the reactants [F:1][CH2:2][CH2:3][O:4][CH2:5][C:6]1[CH:7]=[CH:8][C:9]([NH:13]C(=O)C(C)(C)C)=[N:10][C:11]=1[CH3:12].[OH-].[Na+], predict the reaction product. The product is: [F:1][CH2:2][CH2:3][O:4][CH2:5][C:6]1[CH:7]=[CH:8][C:9]([NH2:13])=[N:10][C:11]=1[CH3:12]. (5) Given the reactants [F:1][C:2]1[C:7]([O:8][CH3:9])=[CH:6][C:5]([O:10][CH3:11])=[C:4]([F:12])[C:3]=1[N:13]1[CH2:18][C:17]2[CH:19]=[N:20][C:21]3[N:25]([S:26]([C:29]4[CH:34]=[CH:33][CH:32]=[CH:31][CH:30]=4)(=[O:28])=[O:27])[C:24]([CH:35]=O)=[CH:23][C:22]=3[C:16]=2[N:15]([CH2:37][CH2:38][OH:39])[C:14]1=[O:40].[NH:41]1[CH2:46][CH2:45][O:44][CH2:43][CH2:42]1, predict the reaction product. The product is: [F:1][C:2]1[C:7]([O:8][CH3:9])=[CH:6][C:5]([O:10][CH3:11])=[C:4]([F:12])[C:3]=1[N:13]1[CH2:18][C:17]2[CH:19]=[N:20][C:21]3[N:25]([S:26]([C:29]4[CH:34]=[CH:33][CH:32]=[CH:31][CH:30]=4)(=[O:27])=[O:28])[C:24]([CH2:35][N:41]4[CH2:46][CH2:45][O:44][CH2:43][CH2:42]4)=[CH:23][C:22]=3[C:16]=2[N:15]([CH2:37][CH2:38][OH:39])[C:14]1=[O:40]. (6) Given the reactants [F:1][C:2]1[CH:7]=[CH:6][C:5]([N:8]=[C:9]=[S:10])=[CH:4][CH:3]=1.Cl.[CH3:12][O:13][NH2:14].C(N(CC)CC)C, predict the reaction product. The product is: [F:1][C:2]1[CH:7]=[CH:6][C:5]([NH:8][C:9]([NH:14][O:13][CH3:12])=[S:10])=[CH:4][CH:3]=1. (7) Given the reactants Br[C:2]1[C:10]2[C:5](=[N:6][C:7]([S:11][CH3:12])=[N:8][CH:9]=2)[N:4]([CH2:13][C@H:14]2[CH2:19][CH2:18][C@H:17]([NH:20][C:21](=[O:27])[O:22][C:23]([CH3:26])([CH3:25])[CH3:24])[CH2:16][CH2:15]2)[N:3]=1.[C:28]1(B(O)O)[CH:33]=[CH:32][CH:31]=[CH:30][CH:29]=1.P(=O)([O-])[O-].[K+].[K+].O1CCOCC1, predict the reaction product. The product is: [C:23]([O:22][C:21](=[O:27])[NH:20][CH:17]1[CH2:18][CH2:19][CH:14]([CH2:13][N:4]2[C:5]3=[N:6][C:7]([S:11][CH3:12])=[N:8][CH:9]=[C:10]3[C:2]([C:28]3[CH:33]=[CH:32][CH:31]=[CH:30][CH:29]=3)=[N:3]2)[CH2:15][CH2:16]1)([CH3:26])([CH3:25])[CH3:24]. (8) Given the reactants [N+:1]([C:4]1[CH:12]=[CH:11][C:7]([C:8]([OH:10])=O)=[CH:6][CH:5]=1)([O-:3])=[O:2].[CH3:13][N:14]([CH3:19])[CH2:15][CH2:16][NH:17][CH3:18].C1C=CC2N(O)N=NC=2C=1.CCN(C(C)C)C(C)C, predict the reaction product. The product is: [CH3:13][N:14]([CH3:19])[CH2:15][CH2:16][N:17]([CH3:18])[C:8](=[O:10])[C:7]1[CH:6]=[CH:5][C:4]([N+:1]([O-:3])=[O:2])=[CH:12][CH:11]=1. (9) Given the reactants [CH:1]1([N:6]2[C:10]([CH3:11])=[C:9]([S:12]([NH:15][C@H:16]([C:18]([NH2:20])=O)[CH3:17])(=[O:14])=[O:13])[C:8]([CH3:21])=[N:7]2)[CH2:5][CH2:4][CH2:3][CH2:2]1, predict the reaction product. The product is: [NH2:20][CH2:18][C@@H:16]([NH:15][S:12]([C:9]1[C:8]([CH3:21])=[N:7][N:6]([CH:1]2[CH2:5][CH2:4][CH2:3][CH2:2]2)[C:10]=1[CH3:11])(=[O:14])=[O:13])[CH3:17]. (10) Given the reactants [CH2:1]([N:8]1[CH:12]=[C:11]([CH:13]([OH:18])[C:14]([F:17])([F:16])[F:15])[C:10](C)=[N:9]1)[C:2]1[CH:7]=[CH:6][CH:5]=[CH:4][CH:3]=1.Cl[C:21](=[S:29])[O:22][C:23]1[CH:28]=[CH:27][CH:26]=[CH:25][CH:24]=1, predict the reaction product. The product is: [C:21](=[S:29])([O:22][C:23]1[CH:28]=[CH:27][CH:26]=[CH:25][CH:24]=1)[O:18][CH:13]([C:11]1[CH:10]=[N:9][N:8]([CH2:1][C:2]2[CH:3]=[CH:4][CH:5]=[CH:6][CH:7]=2)[CH:12]=1)[C:14]([F:15])([F:16])[F:17].